Dataset: Full USPTO retrosynthesis dataset with 1.9M reactions from patents (1976-2016). Task: Predict the reactants needed to synthesize the given product. Given the product [CH:22]1([C:20]([N:17]2[CH2:18][CH2:19][C@@H:15]([CH2:14][N:9]3[C:8]([C:5]4[CH:6]=[CH:7][C:2]([C:34]5[CH:35]=[C:36]6[C:40](=[CH:41][CH:42]=5)[NH:39][CH:38]=[CH:37]6)=[CH:3][C:4]=4[F:25])=[N:12][NH:11][C:10]3=[O:13])[CH2:16]2)=[O:21])[CH2:24][CH2:23]1, predict the reactants needed to synthesize it. The reactants are: Br[C:2]1[CH:7]=[CH:6][C:5]([C:8]2[N:9]([CH2:14][C@@H:15]3[CH2:19][CH2:18][N:17]([C:20]([CH:22]4[CH2:24][CH2:23]4)=[O:21])[CH2:16]3)[C:10](=[O:13])[NH:11][N:12]=2)=[C:4]([F:25])[CH:3]=1.CC1(C)C(C)(C)OB([C:34]2[CH:35]=[C:36]3[C:40](=[CH:41][CH:42]=2)[NH:39][CH:38]=[CH:37]3)O1.C([O-])([O-])=O.[Cs+].[Cs+].O1CCOCC1.